This data is from Forward reaction prediction with 1.9M reactions from USPTO patents (1976-2016). The task is: Predict the product of the given reaction. (1) Given the reactants [N:1]1[CH:6]=[CH:5][CH:4]=[CH:3][C:2]=1[C:7]1[O:11][N:10]=[C:9]([C:12]([O:14][CH2:15][CH3:16])=[O:13])[CH:8]=1.[Br:17]N1C(=O)CCC1=O, predict the reaction product. The product is: [Br:17][C:8]1[C:9]([C:12]([O:14][CH2:15][CH3:16])=[O:13])=[N:10][O:11][C:7]=1[C:2]1[CH:3]=[CH:4][CH:5]=[CH:6][N:1]=1. (2) Given the reactants [F:1][C:2]([F:17])([F:16])[C:3]1[CH:4]=[C:5]([CH:13]=[CH:14][CH:15]=1)[O:6][CH:7]1[CH2:12][CH2:11][NH:10][CH2:9][CH2:8]1.Br[C:19]1[S:20][C:21]([C:24]([O:26][CH3:27])=[O:25])=[CH:22][N:23]=1, predict the reaction product. The product is: [F:17][C:2]([F:1])([F:16])[C:3]1[CH:4]=[C:5]([CH:13]=[CH:14][CH:15]=1)[O:6][CH:7]1[CH2:8][CH2:9][N:10]([C:19]2[S:20][C:21]([C:24]([O:26][CH3:27])=[O:25])=[CH:22][N:23]=2)[CH2:11][CH2:12]1. (3) Given the reactants S(O)(O)(=O)=O.[NH2:6][C:7]1[NH:8][CH:9]=[CH:10][N:11]=1.N[C:13]1NC=CN=1.C[O-].[Na+].C([O:24][CH:25]([CH3:36])[C:26](=O)[CH2:27][CH:28](OCC)OCC)(=O)C.Cl.C, predict the reaction product. The product is: [N:8]1[CH:9]=[CH:10][N:11]2[CH:28]=[CH:27][C:26]([C:25]([OH:24])([CH3:36])[CH3:13])=[N:6][C:7]=12.